This data is from Full USPTO retrosynthesis dataset with 1.9M reactions from patents (1976-2016). The task is: Predict the reactants needed to synthesize the given product. (1) The reactants are: [CH3:1][O:2][C:3]1[CH:4]=[C:5]([C:11]2[C@H:20]3[C@H:15]([CH2:16][CH2:17][CH2:18][CH2:19]3)[C:14](=[O:21])[N:13]([CH:22]3[CH2:27][CH2:26][N:25]([C:28](=[O:45])[C@@H:29]([NH:37]C(=O)OC(C)(C)C)[CH2:30][C:31]4[CH:36]=[CH:35][CH:34]=[CH:33][CH:32]=4)[CH2:24][CH2:23]3)[N:12]=2)[CH:6]=[CH:7][C:8]=1[O:9][CH3:10].[ClH:46]. Given the product [ClH:46].[NH2:37][C@@H:29]([CH2:30][C:31]1[CH:32]=[CH:33][CH:34]=[CH:35][CH:36]=1)[C:28]([N:25]1[CH2:24][CH2:23][CH:22]([N:13]2[N:12]=[C:11]([C:5]3[CH:6]=[CH:7][C:8]([O:9][CH3:10])=[C:3]([O:2][CH3:1])[CH:4]=3)[C@H:20]3[C@H:15]([CH2:16][CH2:17][CH2:18][CH2:19]3)[C:14]2=[O:21])[CH2:27][CH2:26]1)=[O:45], predict the reactants needed to synthesize it. (2) Given the product [CH3:1][C:2]1[CH:6]=[CH:5][N:4]([C:10]2[CH:11]=[N:12][CH:13]=[CH:14][CH:15]=2)[N:3]=1.[CH3:1][C:2]1[N:3]([C:10]2[CH:11]=[N:12][CH:13]=[CH:14][CH:15]=2)[N:4]=[CH:5][CH:6]=1, predict the reactants needed to synthesize it. The reactants are: [CH3:1][C:2]1[CH:6]=[CH:5][NH:4][N:3]=1.[H-].[Na+].F[C:10]1[CH:11]=[N:12][CH:13]=[CH:14][CH:15]=1.O. (3) Given the product [F:1][C:2]1[CH:3]=[CH:4][C:5]([C:8]2[CH:9]=[CH:10][N:11]3[C:16]([C:17]=2[CH3:18])=[C:15]([CH:19]2[CH2:21][CH2:20]2)[CH:14]=[C:13]([C:22]([OH:24])=[O:23])[C:12]3=[O:27])=[CH:6][CH:7]=1, predict the reactants needed to synthesize it. The reactants are: [F:1][C:2]1[CH:7]=[CH:6][C:5]([C:8]2[CH:9]=[CH:10][N:11]3[C:16]([C:17]=2[CH3:18])=[C:15]([CH:19]2[CH2:21][CH2:20]2)[CH:14]=[C:13]([C:22]([O:24]CC)=[O:23])[C:12]3=[O:27])=[CH:4][CH:3]=1.[Li+].[OH-].Cl.C(OCC)(=O)C. (4) Given the product [O:6]1[CH:10]=[CH:9][CH:8]=[C:7]1[C:1]([CH:2]=[CH2:3])=[O:4], predict the reactants needed to synthesize it. The reactants are: [C:1](Cl)(=[O:4])[CH:2]=[CH2:3].[O:6]1[CH:10]=[CH:9][CH:8]=[CH:7]1.[Al+3].[Cl-].[Cl-].[Cl-]. (5) Given the product [C:21]1([S:27]([O:9][CH2:8][C:7]([N:5]2[CH2:6][C@@H:2]([F:1])[CH2:3][C@H:4]2[C:11]([NH2:13])=[O:12])=[O:10])(=[O:29])=[O:28])[CH:26]=[CH:25][CH:24]=[CH:23][CH:22]=1, predict the reactants needed to synthesize it. The reactants are: [F:1][C@@H:2]1[CH2:6][N:5]([C:7](=[O:10])[CH2:8][OH:9])[C@H:4]([C:11]([NH2:13])=[O:12])[CH2:3]1.C(N(CC)CC)C.[C:21]1([S:27](O[S:27]([C:21]2[CH:26]=[CH:25][CH:24]=[CH:23][CH:22]=2)(=[O:29])=[O:28])(=[O:29])=[O:28])[CH:26]=[CH:25][CH:24]=[CH:23][CH:22]=1.O. (6) Given the product [Br:13][C:5]1[C:6]([C:11]#[N:12])=[N:7][N:8]([CH2:9][CH3:10])[C:4]=1[CH2:3][C:2]([CH3:14])([NH:1][CH2:17][CH2:16][S:18]([CH3:21])(=[O:20])=[O:19])[CH3:15], predict the reactants needed to synthesize it. The reactants are: [NH2:1][C:2]([CH3:15])([CH3:14])[CH2:3][C:4]1[N:8]([CH2:9][CH3:10])[N:7]=[C:6]([C:11]#[N:12])[C:5]=1[Br:13].[CH:16]([S:18]([CH3:21])(=[O:20])=[O:19])=[CH2:17].